From a dataset of Peptide-MHC class I binding affinity with 185,985 pairs from IEDB/IMGT. Regression. Given a peptide amino acid sequence and an MHC pseudo amino acid sequence, predict their binding affinity value. This is MHC class I binding data. (1) The peptide sequence is CSQTSYQYLI. The MHC is H-2-Db with pseudo-sequence H-2-Db. The binding affinity (normalized) is 0.264. (2) The peptide sequence is RYPLTFGW. The MHC is HLA-A03:01 with pseudo-sequence HLA-A03:01. The binding affinity (normalized) is 0.316.